Dataset: Full USPTO retrosynthesis dataset with 1.9M reactions from patents (1976-2016). Task: Predict the reactants needed to synthesize the given product. (1) Given the product [CH2:18]([N:2]([CH3:1])[CH2:3][CH:4]1[O:9][C:8]2[CH:10]=[C:11]([S:14]([CH3:17])(=[O:16])=[O:15])[CH:12]=[CH:13][C:7]=2[CH2:6][O:5]1)[C:19]1[CH:24]=[CH:23][CH:22]=[CH:21][CH:20]=1, predict the reactants needed to synthesize it. The reactants are: [CH3:1][NH:2][CH2:3][CH:4]1[O:9][C:8]2[CH:10]=[C:11]([S:14]([CH3:17])(=[O:16])=[O:15])[CH:12]=[CH:13][C:7]=2[CH2:6][O:5]1.[CH2:18](Br)[C:19]1[CH:24]=[CH:23][CH:22]=[CH:21][CH:20]=1.C(=O)([O-])[O-].[K+].[K+].C(#N)C. (2) Given the product [F:19][C:15]1[C:16]([CH3:18])=[CH:17][C:12]([C:6]2[C:5]3[C:10](=[CH:11][C:2]([CH2:25][CH2:24][C:23]([F:28])([F:27])[F:22])=[CH:3][CH:4]=3)[N:9]=[CH:8][N:7]=2)=[CH:13][C:14]=1[CH3:20], predict the reactants needed to synthesize it. The reactants are: Cl[C:2]1[CH:11]=[C:10]2[C:5]([C:6]([C:12]3[CH:17]=[C:16]([CH3:18])[C:15]([F:19])=[C:14]([CH3:20])[CH:13]=3)=[N:7][CH:8]=[N:9]2)=[CH:4][CH:3]=1.[I-].[F:22][C:23]([F:28])([F:27])[CH2:24][CH2:25][Zn+]. (3) Given the product [CH3:1][S:2]([CH2:5][C:6]1[CH:7]=[C:8]([CH:9]=[C:10]([C:12]([F:13])([F:14])[F:15])[CH:11]=1)[NH2:16])(=[O:4])=[O:3], predict the reactants needed to synthesize it. The reactants are: [CH3:1][S:2]([CH2:5][C:6]1[CH:11]=[C:10]([C:12]([F:15])([F:14])[F:13])[CH:9]=[C:8]([N+:16]([O-])=O)[CH:7]=1)(=[O:4])=[O:3].